Dataset: Catalyst prediction with 721,799 reactions and 888 catalyst types from USPTO. Task: Predict which catalyst facilitates the given reaction. (1) Reactant: [Cl:1][C:2]1[CH:7]=[C:6]([NH:8][C:9]2[N:17]=[CH:16][N:15]=[C:14]3[C:10]=2[N:11](COCC[Si](C)(C)C)[CH:12]=[N:13]3)[C:5](=[O:26])[N:4]2[C:27]3([CH2:35][CH2:34][CH2:33][CH2:32][CH2:31]3)[NH:28][C:29](=[O:30])[C:3]=12.FC(F)(F)C(O)=O. Product: [Cl:1][C:2]1[CH:7]=[C:6]([NH:8][C:9]2[N:17]=[CH:16][N:15]=[C:14]3[C:10]=2[NH:11][CH:12]=[N:13]3)[C:5](=[O:26])[N:4]2[C:27]3([NH:28][C:29](=[O:30])[C:3]=12)[CH2:35][CH2:34][CH2:33][CH2:32][CH2:31]3. The catalyst class is: 4. (2) Reactant: [CH2:1]([O:4][C:5]1([CH3:38])[CH2:10][CH2:9][N:8]([C:11]2[C:12]3[N:13]([N:28]=[C:29]([C:31]4[CH:36]=[CH:35][CH:34]=[C:33](Br)[CH:32]=4)[CH:30]=3)[CH:14]=[C:15]([CH3:27])[C:16]=2[C@H:17]([O:22][C:23]([CH3:26])([CH3:25])[CH3:24])[C:18]([O:20][CH3:21])=[O:19])[CH2:7][CH2:6]1)[CH:2]=[CH2:3].[F:39][C:40]1[CH:41]=[CH:42][C:43]([OH:49])=[C:44](B(O)O)[CH:45]=1.C([O-])([O-])=O.[Na+].[Na+]. Product: [CH2:1]([O:4][C:5]1([CH3:38])[CH2:10][CH2:9][N:8]([C:11]2[C:12]3[N:13]([N:28]=[C:29]([C:31]4[CH:32]=[C:33]([C:42]5[CH:41]=[C:40]([F:39])[CH:45]=[CH:44][C:43]=5[OH:49])[CH:34]=[CH:35][CH:36]=4)[CH:30]=3)[CH:14]=[C:15]([CH3:27])[C:16]=2[C@H:17]([O:22][C:23]([CH3:26])([CH3:25])[CH3:24])[C:18]([O:20][CH3:21])=[O:19])[CH2:7][CH2:6]1)[CH:2]=[CH2:3]. The catalyst class is: 128.